This data is from Catalyst prediction with 721,799 reactions and 888 catalyst types from USPTO. The task is: Predict which catalyst facilitates the given reaction. (1) Reactant: [CH2:1]([NH:8][CH:9]([CH3:16])[CH2:10][C:11]([O:13][CH2:14][CH3:15])=[O:12])[C:2]1[CH:7]=[CH:6][CH:5]=[CH:4][CH:3]=1.Br[CH2:18][C:19]([O:21][CH3:22])=[O:20].C(=O)([O-])[O-].[K+].[K+]. Product: [CH2:1]([N:8]([CH2:18][C:19]([O:21][CH3:22])=[O:20])[CH:9]([CH3:16])[CH2:10][C:11]([O:13][CH2:14][CH3:15])=[O:12])[C:2]1[CH:7]=[CH:6][CH:5]=[CH:4][CH:3]=1. The catalyst class is: 10. (2) Reactant: [C:1](=[O:4])([O-])[O-].[K+].[K+].CI.CS(C)=O.Br.[Br:14][C:15]1[CH:16]=[N:17][C:18](O)=[N:19][CH:20]=1. Product: [Br:14][C:15]1[CH:20]=[N:19][C:1](=[O:4])[N:17]([CH3:18])[CH:16]=1. The catalyst class is: 6. (3) Reactant: [CH3:1][O:2][C:3]1[CH:4]=[C:5]([CH:21]=[C:22]([N+:24]([O-])=O)[CH:23]=1)[O:6][CH2:7][CH2:8][O:9][CH2:10][CH2:11][O:12][CH2:13][CH2:14][N:15]1[CH2:20][CH2:19][O:18][CH2:17][CH2:16]1. The catalyst class is: 50. Product: [CH3:1][O:2][C:3]1[CH:23]=[C:22]([CH:21]=[C:5]([O:6][CH2:7][CH2:8][O:9][CH2:10][CH2:11][O:12][CH2:13][CH2:14][N:15]2[CH2:20][CH2:19][O:18][CH2:17][CH2:16]2)[CH:4]=1)[NH2:24]. (4) Reactant: [OH:1][C:2]([CH3:10])([CH2:8][CH3:9])[C:3]([O:5][CH2:6][CH3:7])=[O:4].[H-].[Na+].C1OCCOCCOCCOCCOC1.[Br:28][C:29]1[CH:30]=[CH:31][C:32](F)=[C:33]([N+:35]([O-:37])=[O:36])[CH:34]=1.[Cl-].[NH4+]. Product: [Br:28][C:29]1[CH:30]=[CH:31][C:32]([O:1][C:2]([CH3:10])([CH2:8][CH3:9])[C:3]([O:5][CH2:6][CH3:7])=[O:4])=[C:33]([N+:35]([O-:37])=[O:36])[CH:34]=1. The catalyst class is: 7. (5) Reactant: [NH2:1][C:2]1[CH:7]=[CH:6][N:5]=[C:4]([Cl:8])[CH:3]=1.[Cl:9][CH2:10][CH2:11][N:12]=[C:13]=[O:14]. Product: [Cl:9][CH2:10][CH2:11][NH:12][C:13]([NH:1][C:2]1[CH:7]=[CH:6][N:5]=[C:4]([Cl:8])[CH:3]=1)=[O:14]. The catalyst class is: 11.